From a dataset of Reaction yield outcomes from USPTO patents with 853,638 reactions. Predict the reaction yield, written as a fraction of the theoretical maximum amount of product (1.0 means a 100% yield; for example, 0.34 means a 34% yield). (1) The reactants are C1CCN2C(=NCCC2)CC1.[Br:12][C:13]1[CH:18]=[CH:17][C:16]([NH:19][C:20]2[C:21]([C:29]3[N:33](CCC#N)[N:32]=[N:31][N:30]=3)=[CH:22][N:23]([CH3:28])[C:24](=[O:27])[C:25]=2[CH3:26])=[C:15]([F:38])[CH:14]=1. The catalyst is C(Cl)Cl.C(OCC)(=O)C. The product is [Br:12][C:13]1[CH:18]=[CH:17][C:16]([NH:19][C:20]2[C:21]([C:29]3[NH:33][N:32]=[N:31][N:30]=3)=[CH:22][N:23]([CH3:28])[C:24](=[O:27])[C:25]=2[CH3:26])=[C:15]([F:38])[CH:14]=1. The yield is 0.770. (2) The reactants are [OH:1][C:2]1[CH:10]=[C:9]([C:11]([F:14])([F:13])[F:12])[CH:8]=[CH:7][C:3]=1[C:4]([OH:6])=[O:5].Cl.S(=O)(=O)(O)O.[CH3:21]O. No catalyst specified. The product is [OH:1][C:2]1[CH:10]=[C:9]([C:11]([F:12])([F:13])[F:14])[CH:8]=[CH:7][C:3]=1[C:4]([O:6][CH3:21])=[O:5]. The yield is 0.730. (3) The reactants are [NH2:1][C:2]1[CH:6]=[C:5]([Br:7])[S:4][C:3]=1[C:8]([O:10]C)=O.[OH-].[Na+].Cl.[Cl-].[NH4+].C([N:19](CC)CC)C.ON1C2C=CC=CC=2N=N1.Cl.C(N=C=NCCCN(C)C)C.C([O-])(O)=O.[Na+]. The catalyst is CN(C=O)C.O.CO. The product is [NH2:1][C:2]1[CH:6]=[C:5]([Br:7])[S:4][C:3]=1[C:8]([NH2:19])=[O:10]. The yield is 0.750. (4) The catalyst is C(Cl)Cl. The yield is 0.300. The product is [CH3:1][O:2][C:3]1[CH:9]=[CH:8][C:7]([C:10]([F:11])([F:12])[F:13])=[CH:6][C:4]=1[NH:5][C:19]([NH:41][C:40]1[CH:42]=[CH:43][C:37]([O:36][C:34]2[CH:33]=[CH:32][N:31]=[C:30]([C:28](=[O:29])[NH:27][CH3:26])[CH:35]=2)=[CH:38][CH:39]=1)=[O:20]. The reactants are [CH3:1][O:2][C:3]1[CH:9]=[CH:8][C:7]([C:10]([F:13])([F:12])[F:11])=[CH:6][C:4]=1[NH2:5].C1N=CN([C:19](N2C=NC=C2)=[O:20])C=1.[CH3:26][NH:27][C:28]([C:30]1[CH:35]=[C:34]([O:36][C:37]2[CH:43]=[CH:42][C:40]([NH2:41])=[CH:39][CH:38]=2)[CH:33]=[CH:32][N:31]=1)=[O:29].O. (5) The reactants are [Br:1][C:2]1[CH:7]=[CH:6][C:5]([C@@H:8]([N:10]2[CH2:15][CH2:14][C@:13](CC(C)=C)([C:16]3[CH:21]=[CH:20][CH:19]=[CH:18][CH:17]=3)[O:12][C:11]2=O)[CH3:9])=[CH:4][CH:3]=1.C[N+]1([O-])CC[O:31]CC1.C1COCC1.[CH3:40][C:41]([OH:44])([CH3:43])[CH3:42].[OH2:45]. The catalyst is [Os](=O)(=O)(=O)=O. The product is [Br:1][C:2]1[CH:7]=[CH:6][C:5]([C@@H:8]([N:10]2[CH2:15][CH2:14][C@:13]([CH2:40][C:41]([OH:44])([CH3:43])[CH2:42][OH:31])([C:16]3[CH:21]=[CH:20][CH:19]=[CH:18][CH:17]=3)[O:45][C:11]2=[O:12])[CH3:9])=[CH:4][CH:3]=1. The yield is 0.745. (6) The reactants are [OH:1][B:2]1[C:6]2[CH:7]=[C:8]([CH:11]=O)[CH:9]=[CH:10][C:5]=2[C:4]([CH3:14])([CH3:13])[O:3]1.[CH3:15][N+:16]([O-:18])=[O:17].CC(=O)OCC. The catalyst is CC(O)=O.O. The product is [CH3:13][C:4]1([CH3:14])[O:3][B:2]([OH:1])[C:6]2[CH:7]=[C:8](/[CH:11]=[CH:15]/[N+:16]([O-:18])=[O:17])[CH:9]=[CH:10][C:5]1=2. The yield is 0.530.